Dataset: Forward reaction prediction with 1.9M reactions from USPTO patents (1976-2016). Task: Predict the product of the given reaction. (1) Given the reactants Br[CH2:2][C:3]([CH3:7])=[C:4]([CH3:6])[CH3:5].C(=O)([O-])[O-].[Cs+].[Cs+].[CH3:14][C:15]1([CH3:27])[C:19]([CH3:21])([CH3:20])[O:18][B:17]([C:22]2[CH:23]=[N:24][NH:25][CH:26]=2)[O:16]1, predict the reaction product. The product is: [CH3:7][C:3](=[C:4]([CH3:6])[CH3:5])[CH2:2][N:25]1[CH:26]=[C:22]([B:17]2[O:16][C:15]([CH3:27])([CH3:14])[C:19]([CH3:21])([CH3:20])[O:18]2)[CH:23]=[N:24]1. (2) Given the reactants Cl.[CH:2]12[NH:9][CH:6]([CH2:7][CH2:8]1)[CH2:5][CH:4]([OH:10])[CH2:3]2.C(=O)([O-])[O-].[Na+].[Na+].Br[CH2:18][CH2:19][OH:20], predict the reaction product. The product is: [OH:20][CH2:19][CH2:18][N:9]1[CH:6]2[CH2:7][CH2:8][CH:2]1[CH2:3][CH:4]([OH:10])[CH2:5]2. (3) Given the reactants [F:1][C:2]1[CH:19]=[CH:18][C:5]([C:6]([N:8]2[CH2:13][CH2:12][CH2:11][C@H:10]([C:14]([NH:16][OH:17])=[NH:15])[CH2:9]2)=[O:7])=[CH:4][CH:3]=1.[C:20]1([CH2:26][C:27](O)=O)[CH:25]=[CH:24][CH:23]=[CH:22][CH:21]=1, predict the reaction product. The product is: [CH2:26]([C:27]1[O:17][N:16]=[C:14]([C@H:10]2[CH2:11][CH2:12][CH2:13][N:8]([C:6]([C:5]3[CH:18]=[CH:19][C:2]([F:1])=[CH:3][CH:4]=3)=[O:7])[CH2:9]2)[N:15]=1)[C:20]1[CH:25]=[CH:24][CH:23]=[CH:22][CH:21]=1. (4) Given the reactants Br[C:2]1[CH:11]=[C:10]2[C:5]([CH2:6][CH:7]([CH3:26])[N:8]([C:12]3[CH:17]=[C:16]([N:18]4[CH2:23][CH2:22][N:21]([CH3:24])[CH2:20][CH2:19]4)[N:15]=[C:14]([NH2:25])[N:13]=3)[CH2:9]2)=[CH:4][CH:3]=1.[CH3:27][CH:28]([CH2:31][N:32]1[CH:36]=[C:35](B2OC(C)(C)C(C)(C)O2)[CH:34]=[N:33]1)[C:29]#[N:30].C(=O)(O)[O-].[Na+].O1CCOCC1, predict the reaction product. The product is: [NH2:25][C:14]1[N:13]=[C:12]([N:8]2[CH:7]([CH3:26])[CH2:6][C:5]3[C:10](=[CH:11][C:2]([C:35]4[CH:34]=[N:33][N:32]([CH2:31][CH:28]([CH3:27])[C:29]#[N:30])[CH:36]=4)=[CH:3][CH:4]=3)[CH2:9]2)[CH:17]=[C:16]([N:18]2[CH2:23][CH2:22][N:21]([CH3:24])[CH2:20][CH2:19]2)[N:15]=1.